The task is: Predict the product of the given reaction.. This data is from Forward reaction prediction with 1.9M reactions from USPTO patents (1976-2016). (1) Given the reactants Cl[CH2:2][C:3]1[N:7]([C:8]2[CH:13]=[CH:12][CH:11]=[C:10]([C:14]([F:17])([F:16])[F:15])[CH:9]=2)[N:6]=[N:5][N:4]=1.Cl.[C:19]1(=[O:29])[C:23]2([CH2:28][CH2:27][NH:26][CH2:25][CH2:24]2)[CH2:22][CH2:21][NH:20]1.C(N(CC)CC)C, predict the reaction product. The product is: [F:15][C:14]([F:17])([F:16])[C:10]1[CH:9]=[C:8]([N:7]2[C:3]([CH2:2][N:26]3[CH2:27][CH2:28][C:23]4([C:19](=[O:29])[NH:20][CH2:21][CH2:22]4)[CH2:24][CH2:25]3)=[N:4][N:5]=[N:6]2)[CH:13]=[CH:12][CH:11]=1. (2) Given the reactants [F:1][C:2]1[CH:7]=[C:6]([S:8][C:9]([F:12])([F:11])[F:10])[CH:5]=[CH:4][C:3]=1[N:13]([CH3:23])[C:14]([NH:16][CH2:17][C:18]1[O:19][CH:20]=[CH:21][CH:22]=1)=[O:15].C(N(C(C)C)CC)(C)C.[F:33][C:34]1[CH:42]=[CH:41][CH:40]=[C:39]([F:43])[C:35]=1[C:36](Cl)=[O:37].C(OC)(C)(C)C, predict the reaction product. The product is: [F:33][C:34]1[CH:42]=[CH:41][CH:40]=[C:39]([F:43])[C:35]=1[C:36]([N:16]([CH2:17][C:18]1[O:19][CH:20]=[CH:21][CH:22]=1)[C:14]([N:13]([C:3]1[CH:4]=[CH:5][C:6]([S:8][C:9]([F:12])([F:11])[F:10])=[CH:7][C:2]=1[F:1])[CH3:23])=[O:15])=[O:37]. (3) Given the reactants [Cl:1][C:2]1[CH:7]=[C:6]([Cl:8])[N:5]=[C:4]([NH:9][C:10]2[C:11]([NH2:17])=[CH:12][CH:13]=[C:14]([F:16])[CH:15]=2)[N:3]=1.[C:18](OCC)(OCC)(OCC)[CH3:19].C(O)(=O)C.C([O-])(O)=O.[Na+], predict the reaction product. The product is: [Cl:8][C:6]1[CH:7]=[C:2]([Cl:1])[N:3]=[C:4]([N:9]2[C:10]3[CH:15]=[C:14]([F:16])[CH:13]=[CH:12][C:11]=3[N:17]=[C:18]2[CH3:19])[N:5]=1. (4) Given the reactants [C:1]([N:8]1[CH2:13][CH2:12][CH2:11][C:10](=O)[CH2:9]1)([O:3][C:4]([CH3:7])([CH3:6])[CH3:5])=[O:2].[CH3:15][O:16][CH2:17][CH2:18][NH:19][CH3:20].C(O[BH-](OC(=O)C)OC(=O)C)(=O)C.[Na+].C(O)(=O)C, predict the reaction product. The product is: [C:4]([O:3][C:1]([N:8]1[CH2:13][CH2:12][CH2:11][CH:10]([N:19]([CH2:18][CH2:17][O:16][CH3:15])[CH3:20])[CH2:9]1)=[O:2])([CH3:7])([CH3:6])[CH3:5]. (5) Given the reactants CCN=C=NCCCN(C)C.Cl.[O:13]=[C:14]1[N:18]([CH:19]([C:23]2[CH:28]=[CH:27][CH:26]=[CH:25][CH:24]=2)[C:20]([OH:22])=O)[C:17]2[CH:29]=[CH:30][CH:31]=[CH:32][C:16]=2[NH:15]1.C1C=CC2N(O)N=NC=2C=1.[N:43]1[CH:48]=[CH:47][C:46]([N:49]2[CH2:54][CH2:53][NH:52][CH2:51][CH2:50]2)=[CH:45][CH:44]=1.C(N(C(C)C)C(C)C)C.C(=O)([O-])[O-].[K+].[K+], predict the reaction product. The product is: [O:22]=[C:20]([N:52]1[CH2:53][CH2:54][N:49]([C:46]2[CH:47]=[CH:48][N:43]=[CH:44][CH:45]=2)[CH2:50][CH2:51]1)[CH:19]([N:18]1[C:17]2[CH:29]=[CH:30][CH:31]=[CH:32][C:16]=2[NH:15][C:14]1=[O:13])[C:23]1[CH:24]=[CH:25][CH:26]=[CH:27][CH:28]=1. (6) Given the reactants [N:1]1([C:6]2[CH:11]=[CH:10][C:9]([C:12]3[O:13][C:14]4[CH:30]=[CH:29][C:28]([NH2:31])=[CH:27][C:15]=4[C:16](=[O:26])[C:17]=3[O:18][CH2:19][C:20]3[CH:25]=[CH:24][CH:23]=[CH:22][CH:21]=3)=[CH:8][CH:7]=2)[CH:5]=[CH:4][N:3]=[CH:2]1.[C:32](#[N:34])[CH3:33], predict the reaction product. The product is: [N:1]1([C:6]2[CH:11]=[CH:10][C:9]([C:12]3[O:13][C:14]4[CH:30]=[CH:29][C:28]([NH:31][C:32](=[NH:34])[CH3:33])=[CH:27][C:15]=4[C:16](=[O:26])[C:17]=3[O:18][CH2:19][C:20]3[CH:25]=[CH:24][CH:23]=[CH:22][CH:21]=3)=[CH:8][CH:7]=2)[CH:5]=[CH:4][N:3]=[CH:2]1. (7) Given the reactants [S-:1][C:2]#[N:3].[K+].[NH2:5][C:6]1[CH:7]=[CH:8][C:9]([O:12][C:13]2[C:14]([Cl:34])=[CH:15][C:16]([F:33])=[C:17]([NH:19][C:20](=[O:32])[C:21]3[CH:26]=[CH:25][CH:24]=[C:23]([C:27]([C:30]#[N:31])([CH3:29])[CH3:28])[CH:22]=3)[CH:18]=2)=[N:10][CH:11]=1.BrBr, predict the reaction product. The product is: [NH2:3][C:2]1[S:1][C:11]2[C:6]([N:5]=1)=[CH:7][CH:8]=[C:9]([O:12][C:13]1[C:14]([Cl:34])=[CH:15][C:16]([F:33])=[C:17]([NH:19][C:20](=[O:32])[C:21]3[CH:26]=[CH:25][CH:24]=[C:23]([C:27]([C:30]#[N:31])([CH3:29])[CH3:28])[CH:22]=3)[CH:18]=1)[N:10]=2. (8) Given the reactants Br[CH2:2][CH:3]([CH3:5])[CH3:4].[OH:6][C:7]1[C:11]([CH3:12])=[CH:10][N:9]([C:13](=[O:15])[CH3:14])[N:8]=1.C(=O)([O-])[O-].[K+].[K+].CN(C=O)C, predict the reaction product. The product is: [CH2:2]([O:6][C:7]1[C:11]([CH3:12])=[CH:10][N:9]([C:13](=[O:15])[CH3:14])[N:8]=1)[CH:3]([CH3:5])[CH3:4]. (9) Given the reactants [C:1]1(=[O:11])[O:6][C:4](=O)[C:3]2=[CH:7][CH:8]=[CH:9][CH:10]=[C:2]12.[CH3:12][O:13][C:14]1[CH:21]=[CH:20][C:17]([CH2:18][NH2:19])=[CH:16][CH:15]=1, predict the reaction product. The product is: [CH3:12][O:13][C:14]1[CH:21]=[CH:20][C:17]([CH2:18][N:19]2[C:1](=[O:11])[C:2]3=[CH:10][CH:9]=[CH:8][CH:7]=[C:3]3[C:4]2=[O:6])=[CH:16][CH:15]=1.